Dataset: NCI-60 drug combinations with 297,098 pairs across 59 cell lines. Task: Regression. Given two drug SMILES strings and cell line genomic features, predict the synergy score measuring deviation from expected non-interaction effect. Drug 1: CC12CCC(CC1=CCC3C2CCC4(C3CC=C4C5=CN=CC=C5)C)O. Drug 2: CCC1(CC2CC(C3=C(CCN(C2)C1)C4=CC=CC=C4N3)(C5=C(C=C6C(=C5)C78CCN9C7C(C=CC9)(C(C(C8N6C)(C(=O)OC)O)OC(=O)C)CC)OC)C(=O)OC)O.OS(=O)(=O)O. Cell line: ACHN. Synergy scores: CSS=24.7, Synergy_ZIP=-3.10, Synergy_Bliss=5.47, Synergy_Loewe=-23.8, Synergy_HSA=4.46.